This data is from Cav3 T-type calcium channel HTS with 100,875 compounds. The task is: Binary Classification. Given a drug SMILES string, predict its activity (active/inactive) in a high-throughput screening assay against a specified biological target. (1) The drug is Clc1c(n(nc1C)C)C(=O)NNC(=S)NCc1occc1. The result is 0 (inactive). (2) The compound is S(=O)(=O)(N1CCOCC1)c1ccc(NC(=O)CCN2C(=O)c3c(C2=O)cccc3)cc1. The result is 0 (inactive). (3) The compound is O1C(c2c(CC1)cccc2)C(=O)NCc1occc1. The result is 0 (inactive). (4) The compound is s1c(NC(=O)COC(=O)c2sccc2C)c(cc1)C(=O)N. The result is 0 (inactive). (5) The compound is Clc1c(OC)cc(NS(=O)(=O)c2c(OC)ccc(OC)c2)c(OC)c1. The result is 0 (inactive). (6) The drug is S=c1n(C(c2ccc(F)cc2)C)c(n[nH]1)c1nc2c(cc1)cccc2. The result is 0 (inactive). (7) The compound is Clc1cc(N\C(=N\c2[nH]c(CSc3ccc(cc3)C)cc(=O)n2)N)c(OC)cc1. The result is 0 (inactive). (8) The compound is s1c(C(N2CCOCC2)c2n(nnn2)CCc2ccccc2)ccc1. The result is 0 (inactive).